Task: Predict which catalyst facilitates the given reaction.. Dataset: Catalyst prediction with 721,799 reactions and 888 catalyst types from USPTO (1) Reactant: [C:1]1([C:11](Cl)=[O:12])[C:10]2[C:5](=[CH:6][CH:7]=[CH:8][CH:9]=2)[CH:4]=[CH:3][CH:2]=1.[Cl-].[Cl-].[Cl-].[Al+3].[N:18]1([CH2:24][CH2:25][C:26]2[N:30]3[CH:31]=[CH:32][CH:33]=[CH:34][C:29]3=[CH:28][N:27]=2)[CH2:23][CH2:22][O:21][CH2:20][CH2:19]1. Product: [N:18]1([CH2:24][CH2:25][C:26]2[N:30]3[CH:31]=[CH:32][CH:33]=[CH:34][C:29]3=[C:28]([C:11]([C:1]3[C:10]4[C:5](=[CH:6][CH:7]=[CH:8][CH:9]=4)[CH:4]=[CH:3][CH:2]=3)=[O:12])[N:27]=2)[CH2:19][CH2:20][O:21][CH2:22][CH2:23]1. The catalyst class is: 26. (2) Reactant: [CH2:1]([CH:8]1[CH2:15][CH2:14][CH2:13][C:12](=[O:16])[CH2:11][CH2:10][CH2:9]1)[C:2]1[CH:7]=[CH:6][CH:5]=[CH:4][CH:3]=1.C1([Se]Cl)C=CC=CC=1.O. Product: [CH2:1]([CH:8]1[CH2:15][CH2:14][CH2:13][C:12](=[O:16])[CH:11]=[CH:10][CH2:9]1)[C:2]1[CH:7]=[CH:6][CH:5]=[CH:4][CH:3]=1. The catalyst class is: 13. (3) Reactant: [NH2:1][C:2]1[N:7]=[CH:6][N:5]=[C:4]2[N:8]([CH2:12][C:13]3[O:14][C:15]4[C:20]([C:21](=[O:29])[C:22]=3[C:23]3[CH:28]=[CH:27][CH:26]=[CH:25][CH:24]=3)=[CH:19][CH:18]=[CH:17][CH:16]=4)[N:9]=[C:10](I)[C:3]=12.C([N:37]1[CH:41]=[C:40](B2OC(C)(C)C(C)(C)O2)[CH:39]=[N:38]1)(OC(C)(C)C)=O.C(=O)([O-])[O-].[Na+].[Na+].ClCCl. Product: [NH2:1][C:2]1[N:7]=[CH:6][N:5]=[C:4]2[N:8]([CH2:12][C:13]3[O:14][C:15]4[C:20]([C:21](=[O:29])[C:22]=3[C:23]3[CH:28]=[CH:27][CH:26]=[CH:25][CH:24]=3)=[CH:19][CH:18]=[CH:17][CH:16]=4)[N:9]=[C:10]([C:40]3[CH:41]=[N:37][NH:38][CH:39]=3)[C:3]=12. The catalyst class is: 615. (4) Reactant: [CH3:1][C:2]1[CH:11]=[CH:10][C:9]([NH2:12])=[C:8]2[C:3]=1[CH:4]=[CH:5][CH:6]=[N:7]2.[C:13]1([S:19](Cl)(=[O:21])=[O:20])[CH:18]=[CH:17][CH:16]=[CH:15][CH:14]=1. Product: [CH3:1][C:2]1[CH:11]=[CH:10][C:9]([NH:12][S:19]([C:13]2[CH:18]=[CH:17][CH:16]=[CH:15][CH:14]=2)(=[O:21])=[O:20])=[C:8]2[C:3]=1[CH:4]=[CH:5][CH:6]=[N:7]2. The catalyst class is: 2. (5) Reactant: C[O:2][C:3](=[O:43])[C:4]1[CH:9]=[CH:8][C:7]([CH3:10])=[C:6]([N:11]2[CH:16]=[CH:15][N:14]=[C:13]([NH:17][C:18]([CH3:41])([C:20]3[CH:25]=[CH:24][CH:23]=[CH:22][C:21]=3[O:26][CH2:27][CH2:28][N:29]([CH3:40])[C:30]([O:32][CH2:33][C:34]3[CH:39]=[CH:38][CH:37]=[CH:36][CH:35]=3)=[O:31])[CH3:19])[C:12]2=[O:42])[CH:5]=1.O.[OH-].[Li+].Cl. Product: [CH2:21]([O:26][CH2:27][CH3:28])[CH3:20].[CH3:7][CH2:6][CH2:5][CH:4]([CH3:9])[CH3:3].[CH3:10][C:7]1[CH:8]=[CH:9][C:4]([C:3]([OH:43])=[O:2])=[CH:5][C:6]=1[N:11]1[CH:16]=[CH:15][N:14]=[C:13]([NH:17][C:18]([CH3:19])([C:20]2[CH:25]=[CH:24][CH:23]=[CH:22][C:21]=2[O:26][CH2:27][CH2:28][N:29]([CH3:40])[C:30]([O:32][CH2:33][C:34]2[CH:35]=[CH:36][CH:37]=[CH:38][CH:39]=2)=[O:31])[CH3:41])[C:12]1=[O:42]. The catalyst class is: 20. (6) Reactant: C(OC([N:11]1[CH2:16][CH2:15][CH:14]([CH2:17][N:18]2[CH2:23][CH2:22][N:21]([C:24]([O:26][C:27]([CH3:30])([CH3:29])[CH3:28])=[O:25])[CH2:20][CH2:19]2)[CH2:13][CH2:12]1)=O)C1C=CC=CC=1. Product: [NH:11]1[CH2:16][CH2:15][CH:14]([CH2:17][N:18]2[CH2:19][CH2:20][N:21]([C:24]([O:26][C:27]([CH3:30])([CH3:29])[CH3:28])=[O:25])[CH2:22][CH2:23]2)[CH2:13][CH2:12]1. The catalyst class is: 8.